Dataset: Experimental lipophilicity measurements (octanol/water distribution) for 4,200 compounds from AstraZeneca. Task: Regression/Classification. Given a drug SMILES string, predict its absorption, distribution, metabolism, or excretion properties. Task type varies by dataset: regression for continuous measurements (e.g., permeability, clearance, half-life) or binary classification for categorical outcomes (e.g., BBB penetration, CYP inhibition). For this dataset (lipophilicity_astrazeneca), we predict Y. (1) The drug is NCc1nc2ccccc2[nH]1. The Y is 0.400 logD. (2) The molecule is Cc1ccccc1C(=O)NCC12CC3CC(CC(C3)C1)C2. The Y is 4.28 logD.